From a dataset of Full USPTO retrosynthesis dataset with 1.9M reactions from patents (1976-2016). Predict the reactants needed to synthesize the given product. (1) The reactants are: [C:1]([C:4]1[CH:9]=[CH:8][C:7]([NH:10][S:11]([C:14]2[CH:19]=[CH:18][C:17]([O:20][CH:21]3[CH2:26][CH2:25][N:24]([CH3:27])[CH2:23][CH2:22]3)=[CH:16][CH:15]=2)(=[O:13])=[O:12])=[CH:6][CH:5]=1)(=[O:3])[CH3:2].[Br:28][CH2:29][C:30]([C:32]1[CH:37]=[CH:36][C:35]([NH:38][S:39]([C:42]2[CH:47]=[CH:46][C:45]([O:48][CH:49]3[CH2:54][CH2:53][N:52]([CH3:55])[CH2:51][CH2:50]3)=[CH:44][CH:43]=2)(=[O:41])=[O:40])=[CH:34][CH:33]=1)=[O:31]. Given the product [Br:28][CH2:29][C:30]([C:32]1[CH:33]=[CH:34][C:35]([NH:38][S:39]([C:42]2[CH:47]=[CH:46][C:45]([O:48][CH:49]3[CH2:50][CH2:51][N:52]([CH3:55])[CH2:53][CH2:54]3)=[CH:44][CH:43]=2)(=[O:40])=[O:41])=[CH:36][CH:37]=1)=[O:31].[Br:28][CH2:2][C:1]([C:4]1[CH:9]=[CH:8][C:7]([NH:10][S:11]([C:14]2[CH:19]=[CH:18][C:17]([O:20][CH:21]3[CH2:26][CH2:25][N:24]([CH3:27])[CH2:23][CH2:22]3)=[CH:16][CH:15]=2)(=[O:12])=[O:13])=[CH:6][CH:5]=1)=[O:3], predict the reactants needed to synthesize it. (2) Given the product [C:1]1([C@H:11]([NH:13][CH2:14]/[CH:15]=[CH:16]/[C:17]2[CH:22]=[CH:21][CH:20]=[CH:19][CH:18]=2)[CH3:12])[C:10]2[C:5](=[CH:6][CH:7]=[CH:8][CH:9]=2)[CH:4]=[CH:3][CH:2]=1, predict the reactants needed to synthesize it. The reactants are: [C:1]1([C@H:11]([NH2:13])[CH3:12])[C:10]2[C:5](=[CH:6][CH:7]=[CH:8][CH:9]=2)[CH:4]=[CH:3][CH:2]=1.[CH:14](=O)/[CH:15]=[CH:16]/[C:17]1[CH:22]=[CH:21][CH:20]=[CH:19][CH:18]=1.[BH4-].[Na+]. (3) Given the product [OH:43][C:40]([CH3:41])([CH3:42])[CH2:39][C@@:30]1([C:33]2[CH:34]=[CH:35][CH:36]=[CH:37][CH:38]=2)[O:29][C:28](=[O:44])[N:27]([C@H:25]([C:22]2[CH:21]=[CH:20][C:19]([C:17]#[C:18][C:9]3[CH:14]=[CH:13][N:12]([CH3:15])[C:11](=[O:16])[CH:10]=3)=[CH:24][CH:23]=2)[CH3:26])[CH2:32][CH2:31]1, predict the reactants needed to synthesize it. The reactants are: CCN(CC)CC.Br[C:9]1[CH:14]=[CH:13][N:12]([CH3:15])[C:11](=[O:16])[CH:10]=1.[C:17]([C:19]1[CH:24]=[CH:23][C:22]([C@@H:25]([N:27]2[CH2:32][CH2:31][C@:30]([CH2:39][C:40]([OH:43])([CH3:42])[CH3:41])([C:33]3[CH:38]=[CH:37][CH:36]=[CH:35][CH:34]=3)[O:29][C:28]2=[O:44])[CH3:26])=[CH:21][CH:20]=1)#[CH:18].CN(C)C=O. (4) Given the product [CH:11]1([CH2:14][CH2:15][NH:16][C:17]([C:19]2[N:20]=[N:21][C:22]([N:25]3[CH2:30][CH2:29][N:28]([CH2:4][C:3]4[CH:6]=[C:7]([Cl:10])[CH:8]=[CH:9][C:2]=4[Cl:1])[CH2:27][CH2:26]3)=[CH:23][CH:24]=2)=[O:18])[CH2:13][CH2:12]1, predict the reactants needed to synthesize it. The reactants are: [Cl:1][C:2]1[CH:9]=[CH:8][C:7]([Cl:10])=[CH:6][C:3]=1[CH2:4]Cl.[CH:11]1([CH2:14][CH2:15][NH:16][C:17]([C:19]2[N:20]=[N:21][C:22]([N:25]3[CH2:30][CH2:29][NH:28][CH2:27][CH2:26]3)=[CH:23][CH:24]=2)=[O:18])[CH2:13][CH2:12]1. (5) Given the product [C:3]([O:7][C:8](=[O:28])[NH:9][CH2:10][C:11]1[CH:16]=[C:15]([O:17][C:18]2[CH:23]=[CH:22][CH:21]=[CH:20][C:19]=2[F:24])[CH:14]=[CH:13][C:12]=1[NH2:25])([CH3:6])([CH3:4])[CH3:5], predict the reactants needed to synthesize it. The reactants are: [Cl-].[NH4+].[C:3]([O:7][C:8](=[O:28])[NH:9][CH2:10][C:11]1[CH:16]=[C:15]([O:17][C:18]2[CH:23]=[CH:22][CH:21]=[CH:20][C:19]=2[F:24])[CH:14]=[CH:13][C:12]=1[N+:25]([O-])=O)([CH3:6])([CH3:5])[CH3:4].C(O)C. (6) Given the product [ClH:35].[NH2:27][C@@H:22]1[C:23]2[C:19](=[C:18]([C:16]3[S:17][C:13]([C:5]4[CH:6]=[CH:7][C:8]([O:9][CH:10]([CH3:12])[CH3:11])=[C:3]([CH:4]=4)[C:1]#[N:2])=[CH:14][N:15]=3)[CH:26]=[CH:25][CH:24]=2)[CH2:20][CH2:21]1, predict the reactants needed to synthesize it. The reactants are: [C:1]([C:3]1[CH:4]=[C:5]([C:13]2[S:17][C:16]([C:18]3[CH:26]=[CH:25][CH:24]=[C:23]4[C:19]=3[CH2:20][CH2:21][C@@H:22]4[NH:27]C(=O)OC(C)(C)C)=[N:15][CH:14]=2)[CH:6]=[CH:7][C:8]=1[O:9][CH:10]([CH3:12])[CH3:11])#[N:2].[ClH:35]. (7) Given the product [NH2:13][C:12]1[C:11]2[C:10](=[CH:9][C:8]([C:6]3[N:7]=[C:2]([NH2:1])[N:3]=[C:4]([N:17]([CH3:27])[C@H:18]([CH3:26])[CH2:19][C:20]4[CH:25]=[CH:24][CH:23]=[CH:22][CH:21]=4)[CH:5]=3)=[CH:15][CH:14]=2)[NH:30][N:29]=1, predict the reactants needed to synthesize it. The reactants are: [NH2:1][C:2]1[N:7]=[C:6]([C:8]2[CH:15]=[CH:14][C:11]([C:12]#[N:13])=[C:10](F)[CH:9]=2)[CH:5]=[C:4]([N:17]([CH3:27])[C@H:18]([CH3:26])[CH2:19][C:20]2[CH:25]=[CH:24][CH:23]=[CH:22][CH:21]=2)[N:3]=1.O.[NH2:29][NH2:30]. (8) Given the product [C:1]([O:5][C:6](=[O:7])[N:8]([C:9]1[CH:14]=[CH:13][C:12]([C:15]#[C:16][CH2:17][CH2:18][CH2:19][N:27]([CH3:28])[CH3:26])=[CH:11][CH:10]=1)[CH3:25])([CH3:4])([CH3:3])[CH3:2], predict the reactants needed to synthesize it. The reactants are: [C:1]([O:5][C:6]([N:8]([CH3:25])[C:9]1[CH:14]=[CH:13][C:12]([C:15]#[C:16][CH2:17][CH2:18][CH2:19]OS(C)(=O)=O)=[CH:11][CH:10]=1)=[O:7])([CH3:4])([CH3:3])[CH3:2].[CH3:26][NH:27][CH3:28]. (9) Given the product [CH3:37][N:33]1[CH2:34][CH2:35][CH2:36][N:30]([S:27]([C:24]2[CH:25]=[CH:26][C:21]([NH:13][C:9]3[N:8]=[C:7]([C:4]4[N:3]([CH:14]5[CH2:19][CH2:18][O:17][CH2:16][CH2:15]5)[C:2]([CH3:1])=[N:6][CH:5]=4)[CH:12]=[CH:11][N:10]=3)=[CH:22][CH:23]=2)(=[O:28])=[O:29])[CH2:31][CH2:32]1, predict the reactants needed to synthesize it. The reactants are: [CH3:1][C:2]1[N:3]([CH:14]2[CH2:19][CH2:18][O:17][CH2:16][CH2:15]2)[C:4]([C:7]2[CH:12]=[CH:11][N:10]=[C:9]([NH2:13])[N:8]=2)=[CH:5][N:6]=1.Br[C:21]1[CH:26]=[CH:25][C:24]([S:27]([N:30]2[CH2:36][CH2:35][CH2:34][N:33]([CH3:37])[CH2:32][CH2:31]2)(=[O:29])=[O:28])=[CH:23][CH:22]=1.C([O-])([O-])=O.[Cs+].[Cs+].CC(C1C=C(C(C)C)C(C2C=CC=CC=2P(C2CCCCC2)C2CCCCC2)=C(C(C)C)C=1)C.